From a dataset of Full USPTO retrosynthesis dataset with 1.9M reactions from patents (1976-2016). Predict the reactants needed to synthesize the given product. (1) Given the product [F:17][C:4]1[CH:3]=[C:2]([B:37]([OH:42])[OH:38])[CH:7]=[CH:6][C:5]=1[C@H:8]([NH:10][S:11]([C:13]([CH3:16])([CH3:15])[CH3:14])=[O:12])[CH3:9], predict the reactants needed to synthesize it. The reactants are: Br[C:2]1[CH:7]=[CH:6][C:5]([C@H:8]([NH:10][S:11]([C:13]([CH3:16])([CH3:15])[CH3:14])=[O:12])[CH3:9])=[C:4]([F:17])[CH:3]=1.CN(C)CCN(C)C.C([Li])CCC.CCCCCC.[B:37](OC(C)C)([O:42]C(C)C)[O:38]C(C)C. (2) Given the product [O:26]=[C:14]1[CH2:15][NH:16][CH2:17][CH2:18][N:13]1[C:8]1[CH:7]=[C:6]2[C:11]([CH:12]=[C:3]([C:1]#[N:2])[CH:4]=[N:5]2)=[CH:10][CH:9]=1, predict the reactants needed to synthesize it. The reactants are: [C:1]([C:3]1[CH:4]=[N:5][C:6]2[C:11]([CH:12]=1)=[CH:10][CH:9]=[C:8]([N:13]1[CH2:18][CH2:17][N:16](C(OC(C)(C)C)=O)[CH2:15][C:14]1=[O:26])[CH:7]=2)#[N:2].C(O)(C(F)(F)F)=O. (3) Given the product [CH:1]1([N:6]2[CH2:12][C:11]([F:14])([F:13])[C:10](=[O:15])[N:9]([CH3:16])[C:8]3[CH:17]=[N:18][C:19]([NH:21][C:22]4[CH:30]=[CH:29][C:25]([C:26]([NH:40][CH:37]5[CH2:38][CH2:39][N:34]([CH3:33])[CH2:35][CH2:36]5)=[O:27])=[CH:24][C:23]=4[O:31][CH3:32])=[N:20][C:7]2=3)[CH2:5][CH2:4][CH2:3][CH2:2]1, predict the reactants needed to synthesize it. The reactants are: [CH:1]1([N:6]2[CH2:12][C:11]([F:14])([F:13])[C:10](=[O:15])[N:9]([CH3:16])[C:8]3[CH:17]=[N:18][C:19]([NH:21][C:22]4[CH:30]=[CH:29][C:25]([C:26](O)=[O:27])=[CH:24][C:23]=4[O:31][CH3:32])=[N:20][C:7]2=3)[CH2:5][CH2:4][CH2:3][CH2:2]1.[CH3:33][N:34]1[CH2:39][CH2:38][CH:37]([NH2:40])[CH2:36][CH2:35]1.C1C=CC2N(O)N=NC=2C=1.C(N(C(C)C)CC)(C)C.CCN=C=NCCCN(C)C. (4) Given the product [C:11]([O:15][C:16](=[O:27])[C:17]1[CH:25]=[CH:24][C:23]([CH3:26])=[C:19]([C:20]([NH:10][C:8]2[CH:9]=[C:4]3[CH:3]=[CH:2][NH:1][C:5]3=[N:6][CH:7]=2)=[O:21])[CH:18]=1)([CH3:14])([CH3:13])[CH3:12], predict the reactants needed to synthesize it. The reactants are: [NH:1]1[C:5]2=[N:6][CH:7]=[C:8]([NH2:10])[CH:9]=[C:4]2[CH:3]=[CH:2]1.[C:11]([O:15][C:16](=[O:27])[C:17]1[CH:25]=[CH:24][C:23]([CH3:26])=[C:19]([C:20](O)=[O:21])[CH:18]=1)([CH3:14])([CH3:13])[CH3:12].CN(C(ON1N=NC2C=CC=CC1=2)=[N+](C)C)C.[B-](F)(F)(F)F.C1C=CC2N(O)N=NC=2C=1.CCN(C(C)C)C(C)C. (5) Given the product [Br:1][C:16]1[CH:15]=[C:11]([CH:10]=[C:9]([CH3:8])[C:17]=1[CH3:18])[C:12]([OH:14])=[O:13], predict the reactants needed to synthesize it. The reactants are: [Br:1]Br.C(Cl)(Cl)(Cl)Cl.[CH3:8][C:9]1[CH:10]=[C:11]([CH:15]=[CH:16][C:17]=1[CH3:18])[C:12]([OH:14])=[O:13].C(OCC)(=O)C. (6) Given the product [CH3:15][C:12]1[N:11]2[C:5]3[CH:4]=[CH:3][C:2]([C:34]4[CH:35]=[N:36][NH:37][CH:38]=4)=[CH:25][C:6]=3[N:7]([C:17]3[CH:18]=[CH:19][C:20]([C:21]#[N:22])=[CH:23][CH:24]=3)[CH2:8][C@@H:9]([CH3:16])[C:10]2=[N:14][N:13]=1, predict the reactants needed to synthesize it. The reactants are: Br[C:2]1[CH:3]=[CH:4][C:5]2[N:11]3[C:12]([CH3:15])=[N:13][N:14]=[C:10]3[C@H:9]([CH3:16])[CH2:8][N:7]([C:17]3[CH:24]=[CH:23][C:20]([C:21]#[N:22])=[CH:19][CH:18]=3)[C:6]=2[CH:25]=1.CC1(C)C(C)(C)OB([C:34]2[CH:35]=[N:36][NH:37][CH:38]=2)O1.C(=O)([O-])[O-].[Cs+].[Cs+]. (7) Given the product [NH2:1][C:4]1[CH:29]=[CH:28][C:7]([C:8]([NH:10][C:11]2[CH:12]=[CH:13][C:14]([O:17][C:18](=[O:27])[N:19]([CH3:26])[C:20]3[CH:25]=[CH:24][CH:23]=[CH:22][CH:21]=3)=[N:15][CH:16]=2)=[O:9])=[CH:6][CH:5]=1, predict the reactants needed to synthesize it. The reactants are: [N+:1]([C:4]1[CH:29]=[CH:28][C:7]([C:8]([NH:10][C:11]2[CH:12]=[CH:13][C:14]([O:17][C:18](=[O:27])[N:19]([CH3:26])[C:20]3[CH:25]=[CH:24][CH:23]=[CH:22][CH:21]=3)=[N:15][CH:16]=2)=[O:9])=[CH:6][CH:5]=1)([O-])=O.[H][H].